This data is from Experimentally validated miRNA-target interactions with 360,000+ pairs, plus equal number of negative samples. The task is: Binary Classification. Given a miRNA mature sequence and a target amino acid sequence, predict their likelihood of interaction. (1) The miRNA is bta-miR-378 with sequence ACUGGACUUGGAGUCAGAAGGC. The protein sequence of the target gene is MAAASGYTDLREKLKSMTSRDNYKAGSREAAAAAAAAVAAAAAAAAAAEPYPASGTTKRKYQEDSDPERSDYEEHQLQKEEEARKVKSGIRQIRLFSQDECSKIEARIDEVVSRAEKGLYNEHTVDRAPLRNKYFFGEGYTYGAQLQKRGPGQERLYPPGDVDEIPDWVHQLVIQKLVEHRVIPEGFVNSAVINDYQPGGCIVSHVDPIHIFERPIVSVSFFSDSALCFGCKFQFKPIRVSEPVLSLPVRRGSVTVLSGYAADEITHCIRPQDIKERRAVIILRKTRLDAPRLETKSLSS.... Result: 0 (no interaction). (2) The miRNA is hsa-miR-3915 with sequence UUGAGGAAAAGAUGGUCUUAUU. The protein sequence of the target gene is METQADLVSQEPQALLDSALPSKVPAFSDKDSLGDEMLAAALLKAKSQELVTFEDVAVYFIRKEWKRLEPAQRDLYRDVMLENYGNVFSLDRETRTENDQEISEDTRSHGVLLGRFQKDISQGLKFKEAYEREVSLKRPLGNSPGERLNRKMPDFGQVTVEEKLTPRGERSEKYNDFGNSFTVNSNLISHQRLPVGDRPHKCDECSKSFNRTSDLIQHQRIHTGEKPYECNECGKAFSQSSHLIQHQRIHTGEKPYECSDCGKTFSCSSALILHRRIHTGEKPYECNECGKTFSWSSTLT.... Result: 1 (interaction).